The task is: Predict the reaction yield, written as a fraction of the theoretical maximum amount of product (1.0 means a 100% yield; for example, 0.34 means a 34% yield).. This data is from Reaction yield outcomes from USPTO patents with 853,638 reactions. (1) The reactants are [Br:1][C:2]1[C:3]([OH:20])=[C:4]([C:17]([OH:19])=O)[C:5]2[N:6]=[CH:7][C:8]([C:12]3[S:13][CH:14]=[CH:15][CH:16]=3)=[N:9][C:10]=2[CH:11]=1.Cl.C([NH:24][CH2:25][C:26]([OH:28])=[O:27])C.C(N(CC)CC)C.C1CN([P+](ON2N=NC3C=CC=CC2=3)(N2CCCC2)N2CCCC2)CC1.F[P-](F)(F)(F)(F)F.[OH-].[Na+]. The catalyst is CN(C)C=O.C(O)C. The product is [Br:1][C:2]1[CH:11]=[C:10]2[C:5]([N:6]=[CH:7][C:8]([C:12]3[S:13][CH:14]=[CH:15][CH:16]=3)=[N:9]2)=[C:4]([C:17]([NH:24][CH2:25][C:26]([OH:28])=[O:27])=[O:19])[C:3]=1[OH:20]. The yield is 0.246. (2) The reactants are C(OC([N:11]1[CH2:16][CH2:15][N:14]([C:17]2[N:18]=[CH:19][NH:20][C:21](=[O:23])[CH:22]=2)[CH2:13][CH2:12]1)=O)C1C=CC=CC=1.C(#N)C. The catalyst is [Pd].C(O)C. The product is [N:14]1([C:17]2[N:18]=[CH:19][NH:20][C:21](=[O:23])[CH:22]=2)[CH2:15][CH2:16][NH:11][CH2:12][CH2:13]1. The yield is 0.640.